This data is from Forward reaction prediction with 1.9M reactions from USPTO patents (1976-2016). The task is: Predict the product of the given reaction. Given the reactants [I:1][C:2]1[C:3]([CH3:11])=[C:4]([CH:8]=[CH:9][CH:10]=1)[C:5]([OH:7])=[O:6].S(=O)(=O)(O)O.[CH3:17]O, predict the reaction product. The product is: [CH3:17][O:6][C:5](=[O:7])[C:4]1[CH:8]=[CH:9][CH:10]=[C:2]([I:1])[C:3]=1[CH3:11].